From a dataset of Reaction yield outcomes from USPTO patents with 853,638 reactions. Predict the reaction yield, written as a fraction of the theoretical maximum amount of product (1.0 means a 100% yield; for example, 0.34 means a 34% yield). (1) The reactants are [NH:1]1[CH:5]=[CH:4][C:3]([CH2:6][N:7]2[C:15](=[O:16])[C:14]3[C:9](=[CH:10][CH:11]=[CH:12][CH:13]=3)[C:8]2=[O:17])=[N:2]1.[H-].[Na+].[CH:20]1([CH2:23]Br)[CH2:22][CH2:21]1.C(OCC)(=O)C. The catalyst is CN(C=O)C. The product is [CH:20]1([CH2:23][N:1]2[CH:5]=[CH:4][C:3]([CH2:6][N:7]3[C:15](=[O:16])[C:14]4[C:9](=[CH:10][CH:11]=[CH:12][CH:13]=4)[C:8]3=[O:17])=[N:2]2)[CH2:22][CH2:21]1. The yield is 0.360. (2) The reactants are [Cl:1][C:2]1[CH:7]=[CH:6][CH:5]=[CH:4][C:3]=1[C:8]([CH:10]1[CH2:14][CH2:13][CH2:12][CH2:11]1)=O.[BH3-]C#[N:17].[Na+]. The catalyst is CO. The product is [Cl:1][C:2]1[CH:7]=[CH:6][CH:5]=[CH:4][C:3]=1[CH:8]([CH:10]1[CH2:14][CH2:13][CH2:12][CH2:11]1)[NH2:17]. The yield is 0.420. (3) The reactants are Br[C:2]1[CH:7]=[CH:6][C:5]([C:8]([CH2:24][CH3:25])=[C:9]([C:17]2[CH:22]=[CH:21][C:20]([F:23])=[CH:19][CH:18]=2)[C:10]2[CH:15]=[CH:14][C:13]([F:16])=[CH:12][CH:11]=2)=[CH:4][CH:3]=1.CCN(CC)CC.[C:33]([O:37][C:38]([CH3:41])([CH3:40])[CH3:39])(=[O:36])[CH:34]=[CH2:35]. The catalyst is CN(C=O)C. The product is [CH2:24]([C:8]([C:5]1[CH:4]=[CH:3][C:2](/[CH:35]=[CH:34]/[C:33]([O:37][C:38]([CH3:41])([CH3:40])[CH3:39])=[O:36])=[CH:7][CH:6]=1)=[C:9]([C:17]1[CH:22]=[CH:21][C:20]([F:23])=[CH:19][CH:18]=1)[C:10]1[CH:11]=[CH:12][C:13]([F:16])=[CH:14][CH:15]=1)[CH3:25]. The yield is 0.550. (4) The reactants are [CH:1]1([CH2:7][CH2:8][C@@H:9]([CH3:14])[CH2:10][CH2:11][CH:12]=[O:13])[CH2:6][CH2:5][CH2:4][CH2:3][CH2:2]1.O.[Mn]([O-])(=O)(=O)=[O:17].[K+].S(=O)(O)[O-].[Na+]. The catalyst is C(O)(=O)C.CC(C)=O. The product is [CH:1]1([CH2:7][CH2:8][C@@H:9]([CH3:14])[CH2:10][CH2:11][C:12]([OH:17])=[O:13])[CH2:6][CH2:5][CH2:4][CH2:3][CH2:2]1. The yield is 0.540. (5) The reactants are [F:1][C:2]1[CH:3]=[C:4]([CH2:12][CH2:13][NH2:14])[CH:5]=[C:6]([C:8]([F:11])([F:10])[F:9])[CH:7]=1.[CH2:15]([C:19]1[CH:26]=[CH:25][C:22]([CH:23]=O)=[CH:21][CH:20]=1)[CH:16]([CH3:18])[CH3:17].C(=O)([O-])[O-].[K+].[K+].[BH4-].[Na+].[ClH:35]. The catalyst is CO. The product is [ClH:35].[CH2:15]([C:19]1[CH:20]=[CH:21][C:22]([CH2:23][NH:14][CH2:13][CH2:12][C:4]2[CH:5]=[C:6]([C:8]([F:10])([F:11])[F:9])[CH:7]=[C:2]([F:1])[CH:3]=2)=[CH:25][CH:26]=1)[CH:16]([CH3:18])[CH3:17]. The yield is 0.778. (6) The reactants are [CH3:1][N:2]([CH2:10][C:11]1[C:19]2[C:14](=[CH:15][C:16](B3OC(C)(C)C(C)(C)O3)=[CH:17][CH:18]=2)[N:13]([S:29]([C:32]2[CH:33]=[N:34][CH:35]=[CH:36][CH:37]=2)(=[O:31])=[O:30])[CH:12]=1)[C:3](=[O:9])[O:4][C:5]([CH3:8])([CH3:7])[CH3:6].[OH-:38].[Na+].OO. The catalyst is COCCOC. The product is [OH:38][C:16]1[CH:15]=[C:14]2[C:19]([C:11]([CH2:10][N:2]([CH3:1])[C:3](=[O:9])[O:4][C:5]([CH3:6])([CH3:7])[CH3:8])=[CH:12][N:13]2[S:29]([C:32]2[CH:33]=[N:34][CH:35]=[CH:36][CH:37]=2)(=[O:31])=[O:30])=[CH:18][CH:17]=1. The yield is 0.870.